From a dataset of NCI-60 drug combinations with 297,098 pairs across 59 cell lines. Regression. Given two drug SMILES strings and cell line genomic features, predict the synergy score measuring deviation from expected non-interaction effect. (1) Drug 1: CNC(=O)C1=CC=CC=C1SC2=CC3=C(C=C2)C(=NN3)C=CC4=CC=CC=N4. Drug 2: CCCCCOC(=O)NC1=NC(=O)N(C=C1F)C2C(C(C(O2)C)O)O. Cell line: SW-620. Synergy scores: CSS=-0.883, Synergy_ZIP=0.858, Synergy_Bliss=2.36, Synergy_Loewe=-6.60, Synergy_HSA=-1.81. (2) Drug 1: C1=NC2=C(N1)C(=S)N=CN2. Drug 2: C1CC(=O)NC(=O)C1N2C(=O)C3=CC=CC=C3C2=O. Cell line: DU-145. Synergy scores: CSS=20.2, Synergy_ZIP=-1.29, Synergy_Bliss=0.592, Synergy_Loewe=-23.5, Synergy_HSA=-1.71. (3) Drug 1: CC=C1C(=O)NC(C(=O)OC2CC(=O)NC(C(=O)NC(CSSCCC=C2)C(=O)N1)C(C)C)C(C)C. Drug 2: CC(C)(C#N)C1=CC(=CC(=C1)CN2C=NC=N2)C(C)(C)C#N. Cell line: OVCAR3. Synergy scores: CSS=30.9, Synergy_ZIP=-8.56, Synergy_Bliss=-5.98, Synergy_Loewe=-40.4, Synergy_HSA=-4.67. (4) Drug 2: CC1=C(C=C(C=C1)NC(=O)C2=CC=C(C=C2)CN3CCN(CC3)C)NC4=NC=CC(=N4)C5=CN=CC=C5. Synergy scores: CSS=52.1, Synergy_ZIP=5.82, Synergy_Bliss=8.92, Synergy_Loewe=7.57, Synergy_HSA=7.87. Drug 1: CC12CCC3C(C1CCC2=O)CC(=C)C4=CC(=O)C=CC34C. Cell line: OVCAR-5. (5) Drug 1: CC1C(C(=O)NC(C(=O)N2CCCC2C(=O)N(CC(=O)N(C(C(=O)O1)C(C)C)C)C)C(C)C)NC(=O)C3=C4C(=C(C=C3)C)OC5=C(C(=O)C(=C(C5=N4)C(=O)NC6C(OC(=O)C(N(C(=O)CN(C(=O)C7CCCN7C(=O)C(NC6=O)C(C)C)C)C)C(C)C)C)N)C. Drug 2: CC1=C2C(C(=O)C3(C(CC4C(C3C(C(C2(C)C)(CC1OC(=O)C(C(C5=CC=CC=C5)NC(=O)OC(C)(C)C)O)O)OC(=O)C6=CC=CC=C6)(CO4)OC(=O)C)O)C)O. Cell line: COLO 205. Synergy scores: CSS=16.6, Synergy_ZIP=0.235, Synergy_Bliss=-0.00533, Synergy_Loewe=0.808, Synergy_HSA=0.880. (6) Drug 1: CC1C(C(CC(O1)OC2CC(CC3=C2C(=C4C(=C3O)C(=O)C5=C(C4=O)C(=CC=C5)OC)O)(C(=O)C)O)N)O.Cl. Drug 2: CC1=CC2C(CCC3(C2CCC3(C(=O)C)OC(=O)C)C)C4(C1=CC(=O)CC4)C. Cell line: NCI-H460. Synergy scores: CSS=47.0, Synergy_ZIP=14.6, Synergy_Bliss=14.2, Synergy_Loewe=-33.5, Synergy_HSA=14.1. (7) Synergy scores: CSS=53.1, Synergy_ZIP=4.20, Synergy_Bliss=3.59, Synergy_Loewe=-1.36, Synergy_HSA=5.58. Cell line: OVCAR-4. Drug 2: C1C(C(OC1N2C=C(C(=O)NC2=O)F)CO)O. Drug 1: CC12CCC3C(C1CCC2=O)CC(=C)C4=CC(=O)C=CC34C. (8) Drug 1: CC1OCC2C(O1)C(C(C(O2)OC3C4COC(=O)C4C(C5=CC6=C(C=C35)OCO6)C7=CC(=C(C(=C7)OC)O)OC)O)O. Drug 2: CCN(CC)CCCC(C)NC1=C2C=C(C=CC2=NC3=C1C=CC(=C3)Cl)OC. Cell line: HOP-62. Synergy scores: CSS=30.4, Synergy_ZIP=-4.31, Synergy_Bliss=-1.91, Synergy_Loewe=-2.85, Synergy_HSA=1.26. (9) Drug 1: C1CN1P(=S)(N2CC2)N3CC3. Drug 2: CCC1(CC2CC(C3=C(CCN(C2)C1)C4=CC=CC=C4N3)(C5=C(C=C6C(=C5)C78CCN9C7C(C=CC9)(C(C(C8N6C)(C(=O)OC)O)OC(=O)C)CC)OC)C(=O)OC)O.OS(=O)(=O)O. Cell line: HT29. Synergy scores: CSS=6.18, Synergy_ZIP=-5.91, Synergy_Bliss=-1.17, Synergy_Loewe=-5.42, Synergy_HSA=-5.19. (10) Drug 1: C1=CC(=CC=C1C#N)C(C2=CC=C(C=C2)C#N)N3C=NC=N3. Drug 2: COC1=NC(=NC2=C1N=CN2C3C(C(C(O3)CO)O)O)N. Cell line: SF-295. Synergy scores: CSS=9.29, Synergy_ZIP=0.518, Synergy_Bliss=9.13, Synergy_Loewe=0.406, Synergy_HSA=0.951.